This data is from Reaction yield outcomes from USPTO patents with 853,638 reactions. The task is: Predict the reaction yield, written as a fraction of the theoretical maximum amount of product (1.0 means a 100% yield; for example, 0.34 means a 34% yield). (1) The reactants are [CH3:1][O:2][C:3]1[CH:8]=[CH:7][C:6]([N:9]2[CH2:14][CH2:13][O:12][CH2:11][CH2:10]2)=[CH:5][C:4]=1[N+:15]([O-])=O.CO. The catalyst is ClCCl.[Pd]. The product is [CH3:1][O:2][C:3]1[CH:8]=[CH:7][C:6]([N:9]2[CH2:10][CH2:11][O:12][CH2:13][CH2:14]2)=[CH:5][C:4]=1[NH2:15]. The yield is 0.880. (2) The reactants are Cl.[NH2:2][CH2:3][CH2:4][CH2:5][CH2:6][CH2:7][NH:8][C:9]1[S:10][C:11]([C:15]([C:17]2[CH:22]=[CH:21][CH:20]=[CH:19][C:18]=2[CH3:23])=[O:16])=[C:12]([CH3:14])[N:13]=1.[C:24]1([S:30](Cl)(=[O:32])=[O:31])[CH:29]=[CH:28][CH:27]=[CH:26][CH:25]=1.CCN(CC)CC. The catalyst is C(O)C. The product is [CH3:14][C:12]1[N:13]=[C:9]([NH:8][CH2:7][CH2:6][CH2:5][CH2:4][CH2:3][NH:2][S:30]([C:24]2[CH:29]=[CH:28][CH:27]=[CH:26][CH:25]=2)(=[O:32])=[O:31])[S:10][C:11]=1[C:15](=[O:16])[C:17]1[CH:22]=[CH:21][CH:20]=[CH:19][C:18]=1[CH3:23]. The yield is 0.550. (3) The reactants are CN(C)C=O.C(=O)([O-])[O-].[K+].[K+].I[C:13]1[C:18]([O:19][C:20]2[C:29]3[C:24](=[CH:25][C:26]([O:32][CH3:33])=[C:27]([O:30][CH3:31])[CH:28]=3)[N:23]=[CH:22][CH:21]=2)=[CH:17][CH:16]=[C:15]([CH3:34])[N:14]=1.[N:35]1[CH:40]=[CH:39][C:38](B(O)O)=[CH:37][CH:36]=1. The catalyst is O.C(O)C. The product is [CH3:31][O:30][C:27]1[CH:28]=[C:29]2[C:24](=[CH:25][C:26]=1[O:32][CH3:33])[N:23]=[CH:22][CH:21]=[C:20]2[O:19][C:18]1[C:13]([C:38]2[CH:39]=[CH:40][N:35]=[CH:36][CH:37]=2)=[N:14][C:15]([CH3:34])=[CH:16][CH:17]=1. The yield is 0.660. (4) The reactants are [NH:1]1[CH:5]=[N:4][CH:3]=[N:2]1.[H-].[Na+].Cl[CH2:9][C:10]1[N:11]([CH3:27])[N:12]=[C:13]2[C:18]=1[CH:17]=[CH:16][CH:15]=[C:14]2[C:19]1[CH:24]=[CH:23][C:22]([Cl:25])=[CH:21][C:20]=1[Cl:26].[NH4+].[Cl-]. The catalyst is CN(C=O)C. The product is [Cl:26][C:20]1[CH:21]=[C:22]([Cl:25])[CH:23]=[CH:24][C:19]=1[C:14]1[C:13]2[C:18](=[C:10]([CH2:9][N:1]3[CH:5]=[N:4][CH:3]=[N:2]3)[N:11]([CH3:27])[N:12]=2)[CH:17]=[CH:16][CH:15]=1. The yield is 0.840. (5) The product is [F:12][C:9]1[CH:10]=[C:11]2[C:6](=[CH:7][CH:8]=1)[N:5]=[C:4]([C:13]1[CH:18]=[CH:17][CH:16]=[CH:15][C:14]=1[OH:19])[N:3]=[C:2]2[N:33]1[CH2:32][CH2:31][N:30]([C:28](=[O:29])[C@H:27]([OH:26])[CH2:36][CH:37]([CH3:38])[CH3:39])[CH2:35][CH2:34]1. The catalyst is C(Cl)Cl. The yield is 0.910. The reactants are Cl[C:2]1[C:11]2[C:6](=[CH:7][CH:8]=[C:9]([F:12])[CH:10]=2)[N:5]=[C:4]([C:13]2[CH:18]=[CH:17][CH:16]=[CH:15][C:14]=2[OH:19])[N:3]=1.C(O)(=O)C(O)=O.[OH:26][C@H:27]([CH2:36][CH:37]([CH3:39])[CH3:38])[C:28]([N:30]1[CH2:35][CH2:34][NH:33][CH2:32][CH2:31]1)=[O:29]. (6) The reactants are C(Cl)(=O)C(Cl)=O.[F:7][C:8]([C:18]1[CH:23]=[CH:22][C:21]([C:24]2[CH:32]=[CH:31][C:27]([C:28]([OH:30])=O)=[CH:26][CH:25]=2)=[CH:20][CH:19]=1)([CH3:17])[CH2:9][NH:10][S:11]([CH:14]([CH3:16])[CH3:15])(=[O:13])=[O:12].[CH2:33]([NH2:35])[CH3:34]. The catalyst is C(Cl)Cl.CN(C=O)C.C1COCC1. The product is [CH2:33]([NH:35][C:28]([C:27]1[CH:26]=[CH:25][C:24]([C:21]2[CH:20]=[CH:19][C:18]([C:8]([F:7])([CH3:17])[CH2:9][NH:10][S:11]([CH:14]([CH3:15])[CH3:16])(=[O:13])=[O:12])=[CH:23][CH:22]=2)=[CH:32][CH:31]=1)=[O:30])[CH3:34]. The yield is 0.850.